Predict which catalyst facilitates the given reaction. From a dataset of Catalyst prediction with 721,799 reactions and 888 catalyst types from USPTO. (1) Reactant: [F:1][C:2]1[CH:3]=[C:4]2[C:9](=[CH:10][CH:11]=1)[N:8]=[CH:7][CH:6]=[C:5]2[N:12]1[CH2:17][CH2:16][N:15](C(OC(C)(C)C)=O)[CH2:14][CH2:13]1.Cl. Product: [F:1][C:2]1[CH:3]=[C:4]2[C:9](=[CH:10][CH:11]=1)[N:8]=[CH:7][CH:6]=[C:5]2[N:12]1[CH2:13][CH2:14][NH:15][CH2:16][CH2:17]1. The catalyst class is: 12. (2) Reactant: O.[Ru:2](Cl)(Cl)Cl.[Ru].[CH3:7][C:8](=[O:13])[CH2:9][C:10](=[O:12])[CH3:11].C([O-])(O)=O.[Na+]. Product: [CH3:11][C:10]([CH2:9][C:8]([CH3:7])=[O:13])=[O:12].[CH3:11][C:10]([CH2:9][C:8]([CH3:7])=[O:13])=[O:12].[CH3:11][C:10]([CH2:9][C:8]([CH3:7])=[O:13])=[O:12].[Ru:2]. The catalyst class is: 6. (3) Reactant: F[C:2]1[CH:10]=[CH:9][C:8]([C:11]([F:14])([F:13])[F:12])=[CH:7][C:3]=1[C:4]([OH:6])=[O:5].C(Cl)(=O)C(Cl)=O.CN(C=O)C.[CH:26]1([NH2:29])[CH2:28][CH2:27]1. Product: [CH:26]1([NH:29][C:2]2[CH:10]=[CH:9][C:8]([C:11]([F:14])([F:13])[F:12])=[CH:7][C:3]=2[C:4]([OH:6])=[O:5])[CH2:28][CH2:27]1. The catalyst class is: 124. (4) Reactant: [F:1][C:2]1[CH:7]=[CH:6][C:5]([N:8]2[C:16]3[C:11](=[CH:12][C:13]([C:17]([CH3:25])([CH3:24])[C:18]([CH3:23])([CH3:22])[C:19]([NH2:21])=O)=[CH:14][CH:15]=3)[CH:10]=[N:9]2)=[CH:4][CH:3]=1.[H-].[H-].[H-].[H-].[Li+].[Al+3].[OH-].[Na+]. Product: [F:1][C:2]1[CH:3]=[CH:4][C:5]([N:8]2[C:16]3[C:11](=[CH:12][C:13]([C:17]([CH3:25])([CH3:24])[C:18]([CH3:23])([CH3:22])[CH2:19][NH2:21])=[CH:14][CH:15]=3)[CH:10]=[N:9]2)=[CH:6][CH:7]=1. The catalyst class is: 1. (5) Reactant: [F:1][C:2]1[C:7]([NH:8][C:9](=O)[C:10]2[CH:15]=[C:14]([C:16]3[CH:21]=[CH:20][CH:19]=[C:18]([F:22])[CH:17]=3)[CH:13]=[C:12]([CH3:23])[C:11]=2[CH3:24])=[C:6]([CH3:26])[C:5]([OH:27])=[CH:4][CH:3]=1. Product: [F:1][C:2]1[CH:3]=[CH:4][C:5]([OH:27])=[C:6]([CH3:26])[C:7]=1[NH:8][CH2:9][C:10]1[CH:15]=[C:14]([C:16]2[CH:21]=[CH:20][CH:19]=[C:18]([F:22])[CH:17]=2)[CH:13]=[C:12]([CH3:23])[C:11]=1[CH3:24]. The catalyst class is: 1. (6) Reactant: [C:1]([O:5][C:6](=[O:29])[NH:7][C@H:8]1[CH2:13][CH2:12][CH2:11][CH2:10][C@H:9]1[NH:14][C:15]1[N:16]=[CH:17][C:18]2[C:24]([CH:25]([F:27])[F:26])=[N:23][CH:22]=[C:21](I)[C:19]=2[N:20]=1)([CH3:4])([CH3:3])[CH3:2].C([N:37]1[C:45]2[C:40](=[CH:41][CH:42]=[C:43]([C:46]#[N:47])[CH:44]=2)[C:39](B2OC(C)(C)C(C)(C)O2)=[CH:38]1)(OC(C)(C)C)=O.C1(P(C2CCCCC2)C2C=CC=CC=2C2C(OC)=CC=CC=2OC)CCCCC1.C(=O)([O-])[O-].[K+].[K+].COCCOC.O. Product: [C:1]([O:5][C:6](=[O:29])[NH:7][C@H:8]1[CH2:13][CH2:12][CH2:11][CH2:10][C@H:9]1[NH:14][C:15]1[N:16]=[CH:17][C:18]2[C:24]([CH:25]([F:27])[F:26])=[N:23][CH:22]=[C:21]([C:39]3[C:40]4[C:45](=[CH:44][C:43]([C:46]#[N:47])=[CH:42][CH:41]=4)[NH:37][CH:38]=3)[C:19]=2[N:20]=1)([CH3:4])([CH3:3])[CH3:2]. The catalyst class is: 167. (7) Reactant: [OH:1][C:2]1[CH:3]=[C:4]2[C:8](=[C:9]([N:11]([CH3:21])[S:12]([C:15]3[CH:20]=[CH:19][CH:18]=[CH:17][N:16]=3)(=[O:14])=[O:13])[CH:10]=1)[NH:7][C:6]([C:22]1[S:23][CH:24]([CH2:27][N:28]3[CH2:33][CH2:32][S:31][CH2:30][CH2:29]3)[CH2:25][N:26]=1)=[CH:5]2.C(=O)([O-])[O-].[K+].[K+].Br[CH2:41][C:42]([O:44][CH2:45][CH3:46])=[O:43]. Product: [CH3:21][N:11]([S:12]([C:15]1[CH:20]=[CH:19][CH:18]=[CH:17][N:16]=1)(=[O:14])=[O:13])[C:9]1[CH:10]=[C:2]([O:1][CH2:41][C:42]([O:44][CH2:45][CH3:46])=[O:43])[CH:3]=[C:4]2[C:8]=1[NH:7][C:6]([C:22]1[S:23][CH:24]([CH2:27][N:28]3[CH2:33][CH2:32][S:31][CH2:30][CH2:29]3)[CH2:25][N:26]=1)=[CH:5]2. The catalyst class is: 42. (8) Reactant: Cl[C:2]1[CH:3]=[C:4]([NH:21][C:22]2[CH:26]=[CH:25][N:24]([CH3:27])[N:23]=2)[C:5]2[N:6]([C:8]([C:11]([NH:13][C:14]3[CH:19]=[CH:18][N:17]=[CH:16][C:15]=3[F:20])=[O:12])=[CH:9][N:10]=2)[N:7]=1.[C@H:28]1([NH2:35])[CH2:33][CH2:32][C@H:31]([NH2:34])[CH2:30][CH2:29]1. The catalyst class is: 37. Product: [NH2:34][C@H:31]1[CH2:32][CH2:33][C@H:28]([NH:35][C:2]2[CH:3]=[C:4]([NH:21][C:22]3[CH:26]=[CH:25][N:24]([CH3:27])[N:23]=3)[C:5]3[N:6]([C:8]([C:11]([NH:13][C:14]4[CH:19]=[CH:18][N:17]=[CH:16][C:15]=4[F:20])=[O:12])=[CH:9][N:10]=3)[N:7]=2)[CH2:29][CH2:30]1.